This data is from Full USPTO retrosynthesis dataset with 1.9M reactions from patents (1976-2016). The task is: Predict the reactants needed to synthesize the given product. (1) Given the product [Cl:12][C:10]1[CH:9]=[CH:8][C:4]2[N:5]=[CH:6][N:7]=[C:2]([N:13]3[CH2:18][CH2:17][O:16][CH2:15][CH2:14]3)[C:3]=2[N:11]=1, predict the reactants needed to synthesize it. The reactants are: Cl[C:2]1[C:3]2[N:11]=[C:10]([Cl:12])[CH:9]=[CH:8][C:4]=2[N:5]=[CH:6][N:7]=1.[NH:13]1[CH2:18][CH2:17][O:16][CH2:15][CH2:14]1. (2) Given the product [Br:5][C:6]1[CH:7]=[C:8]([CH2:15][CH3:16])[N:9]=[C:10]([CH2:12][CH3:13])[CH:11]=1, predict the reactants needed to synthesize it. The reactants are: P(Br)(Br)Br.[Br:5][C:6]1[CH:11]=[C:10]([CH2:12][CH3:13])[N+:9]([O-])=[C:8]([CH2:15][CH3:16])[CH:7]=1.[OH-].[Na+]. (3) Given the product [ClH:18].[Br:16][C:13]1[S:12][C:11]([C@@H:9]2[CH2:10][C@H:8]2[NH2:7])=[CH:15][CH:14]=1, predict the reactants needed to synthesize it. The reactants are: C(OC(=O)[NH:7][CH:8]1[CH2:10][CH:9]1[C:11]1[S:12][C:13]([Br:16])=[CH:14][CH:15]=1)(C)(C)C.[ClH:18].C(OCC)(=O)C. (4) Given the product [NH2:29][C@H:22]([CH:23]1[CH2:24][CH2:25][CH2:26][CH2:27][CH2:28]1)[C:21]([N:17]1[CH2:18][CH2:19][CH2:20][C@H:16]1[C:15]([NH:14][CH2:13][C:12]1[CH:39]=[C:40]([Cl:43])[CH:41]=[CH:42][C:11]=1[CH2:10][CH:9]([NH2:8])[C:44]([F:46])([F:47])[F:45])=[O:38])=[O:37], predict the reactants needed to synthesize it. The reactants are: C(O)(C(F)(F)F)=O.[NH2:8][CH:9]([C:44]([F:47])([F:46])[F:45])[CH2:10][C:11]1[CH:42]=[CH:41][C:40]([Cl:43])=[CH:39][C:12]=1[CH2:13][NH:14][C:15](=[O:38])[C@@H:16]1[CH2:20][CH2:19][CH2:18][N:17]1[C:21](=[O:37])[C@H:22]([NH:29]C(OC(C)(C)C)=O)[CH:23]1[CH2:28][CH2:27][CH2:26][CH2:25][CH2:24]1. (5) Given the product [F:1][C:2]1[CH:3]=[C:4]([C@:13]2([NH:23][C:24](=[O:25])[C:26]3[CH:27]=[CH:28][C:29]([CH2:30][OH:31])=[CH:33][CH:34]=3)[C:18]3=[N:19][CH:20]=[CH:21][CH:22]=[C:17]3[O:16][CH2:15][CH2:14]2)[CH:5]=[CH:6][C:7]=1[O:8][C:9]([F:11])([F:12])[F:10], predict the reactants needed to synthesize it. The reactants are: [F:1][C:2]1[CH:3]=[C:4]([C@:13]2([NH:23][C:24]([C:26]3[CH:34]=[CH:33][C:29]([C:30](O)=[O:31])=[CH:28][CH:27]=3)=[O:25])[C:18]3=[N:19][CH:20]=[CH:21][CH:22]=[C:17]3[O:16][CH2:15][CH2:14]2)[CH:5]=[CH:6][C:7]=1[O:8][C:9]([F:12])([F:11])[F:10].[H-].[H-].[H-].[H-].[Li+].[Al+3].